This data is from Cav3 T-type calcium channel HTS with 100,875 compounds. The task is: Binary Classification. Given a drug SMILES string, predict its activity (active/inactive) in a high-throughput screening assay against a specified biological target. (1) The compound is O1CCN(CC1)CCNCc1c(OCC)c(OC)ccc1. The result is 0 (inactive). (2) The compound is O(c1nc(NCc2ccccc2)nc(c1)C)c1ccc(cc1)C(OC)=O. The result is 0 (inactive). (3) The compound is Clc1cc(c2oc(C(=S)N3CCOCC3)cc2)ccc1Cl. The result is 0 (inactive). (4) The molecule is S(=O)(=O)(N1CC(CCC1)C)c1cc2c(oc(c2C)C(=O)NCc2cccnc2)cc1. The result is 0 (inactive). (5) The result is 0 (inactive). The drug is s1c2n(c(c1)C)c(=O)c(cn2)C(=O)Nc1scc(n1)CC(OCC)=O. (6) The compound is FC(F)(F)c1nc(NC2CCCC2)nc(c1)c1ccccc1. The result is 0 (inactive).